This data is from Forward reaction prediction with 1.9M reactions from USPTO patents (1976-2016). The task is: Predict the product of the given reaction. (1) Given the reactants [CH3:1][C:2]1([CH3:19])[C:10]2[C:5](=[CH:6][C:7]([N+:15]([O-:17])=[O:16])=[C:8]([NH:11]C(=O)C)[CH:9]=2)[NH:4][C:3]1=[O:18].Cl[CH:21]([CH3:24])[C:22]#[CH:23].C([O-])([O-])=O.[K+].[K+].C1CCN2C(=NCCC2)CC1, predict the reaction product. The product is: [NH2:11][C:8]1[CH:9]=[C:10]2[C:5](=[CH:6][C:7]=1[N+:15]([O-:17])=[O:16])[N:4]([CH:22]([CH3:23])[C:21]#[CH:24])[C:3](=[O:18])[C:2]2([CH3:1])[CH3:19]. (2) Given the reactants C([Li])(CC)C.[C:6]([O:10][C:11]([N:13]1[CH2:18][CH2:17][CH2:16][CH2:15][CH:14]1[CH2:19][CH3:20])=[O:12])([CH3:9])([CH3:8])[CH3:7].[CH2:21]([N:28]([CH2:39][C:40]1[CH:45]=[CH:44][CH:43]=[CH:42][CH:41]=1)[C@@H:29]([CH2:32][C:33]1[CH:38]=[CH:37][CH:36]=[CH:35][CH:34]=1)[CH:30]=[O:31])[C:22]1[CH:27]=[CH:26][CH:25]=[CH:24][CH:23]=1, predict the reaction product. The product is: [C:6]([O:10][C:11]([N:13]1[CH:14]([CH2:19][CH3:20])[CH2:15][CH2:16][CH2:17][CH:18]1[CH:30]([OH:31])[C@@H:29]([N:28]([CH2:21][C:22]1[CH:23]=[CH:24][CH:25]=[CH:26][CH:27]=1)[CH2:39][C:40]1[CH:41]=[CH:42][CH:43]=[CH:44][CH:45]=1)[CH2:32][C:33]1[CH:34]=[CH:35][CH:36]=[CH:37][CH:38]=1)=[O:12])([CH3:9])([CH3:8])[CH3:7]. (3) Given the reactants C[O:2][C:3](=[O:21])/[C:4](/[C:10]1[CH:15]=[CH:14][C:13]([S:16]([CH3:19])(=[O:18])=[O:17])=[C:12]([Cl:20])[CH:11]=1)=[N:5]/[O:6][CH:7]([CH3:9])[CH3:8].[OH-].[Li+], predict the reaction product. The product is: [Cl:20][C:12]1[CH:11]=[C:10](/[C:4](=[N:5]\[O:6][CH:7]([CH3:9])[CH3:8])/[C:3]([OH:21])=[O:2])[CH:15]=[CH:14][C:13]=1[S:16]([CH3:19])(=[O:18])=[O:17]. (4) Given the reactants [CH3:1][O:2][C:3]1[CH:11]=[C:10]2[C:6]([CH2:7][CH2:8][C:9]2=[O:12])=[CH:5][C:4]=1[N:13]1[CH2:18][CH2:17][N:16]([CH3:19])[CH2:15][CH2:14]1.[CH:20](=O)[C:21]1[CH:26]=[CH:25][CH:24]=[N:23][CH:22]=1.[OH-].[Na+], predict the reaction product. The product is: [CH3:1][O:2][C:3]1[CH:11]=[C:10]2[C:6]([CH2:7]/[C:8](=[CH:20]\[C:21]3[CH:22]=[N:23][CH:24]=[CH:25][CH:26]=3)/[C:9]2=[O:12])=[CH:5][C:4]=1[N:13]1[CH2:14][CH2:15][N:16]([CH3:19])[CH2:17][CH2:18]1. (5) Given the reactants N[C@@H:2]1[CH2:7][CH2:6][C@H:5]([NH:8][C:9](=[O:11])[O-:10])[C@H:4]([C:12]2[O:16][N:15]=[C:14]([CH3:17])[N:13]=2)[CH2:3]1.[CH3:18][C:19]([CH3:21])=O.[C:22]([BH3-])#[N:23].[Na+].C=O, predict the reaction product. The product is: [CH:19]([N:23]([CH3:22])[C@@H:2]1[CH2:7][CH2:6][C@H:5]([NH:8][C:9](=[O:11])[O:10][CH2:12][C:4]2[CH:5]=[CH:6][CH:7]=[CH:2][CH:3]=2)[C@H:4]([C:12]2[O:16][N:15]=[C:14]([CH3:17])[N:13]=2)[CH2:3]1)([CH3:21])[CH3:18]. (6) Given the reactants Cl[C:2]1[CH:15]=[CH:14][C:5]([C:6]([C:8]2[CH:13]=[CH:12][CH:11]=[CH:10][CH:9]=2)=[O:7])=[CH:4][C:3]=1[N+:16]([O-:18])=[O:17].[C:19]([NH:26][CH:27]1[CH2:32][CH2:31][CH2:30][NH:29][CH2:28]1)([O:21][C:22]([CH3:25])([CH3:24])[CH3:23])=[O:20], predict the reaction product. The product is: [C:6]([C:5]1[CH:14]=[CH:15][C:2]([N:29]2[CH2:30][CH2:31][CH2:32][CH:27]([NH:26][C:19](=[O:20])[O:21][C:22]([CH3:24])([CH3:23])[CH3:25])[CH2:28]2)=[C:3]([N+:16]([O-:18])=[O:17])[CH:4]=1)(=[O:7])[C:8]1[CH:13]=[CH:12][CH:11]=[CH:10][CH:9]=1. (7) Given the reactants Br[C:2]1[S:3][CH:4]=[CH:5][N:6]=1.C([Mg]Cl)(C)C.[Br:12][C:13]1[CH:14]=[N:15][CH:16]=[C:17](Br)[CH:18]=1, predict the reaction product. The product is: [Br:12][C:13]1[CH:18]=[C:17]([C:2]2[S:3][CH:4]=[CH:5][N:6]=2)[CH:16]=[N:15][CH:14]=1. (8) Given the reactants O[CH2:2][C:3]1[CH:16]=[N:15][C:6]2[C:7]3[N:8]([CH:12]=[CH:13][CH:14]=3)[C:9](=[O:11])[NH:10][C:5]=2[CH:4]=1.[F:17][C:18]1[CH:19]=[C:20]([CH:26]=[CH:27][C:28]=1[N:29]1[CH2:34][CH2:33][NH:32][CH2:31][CH2:30]1)[C:21]([NH:23][CH2:24][CH3:25])=[O:22].[I-].C(C[P+](C)(C)C)#N.C(N(C(C)C)C(C)C)C, predict the reaction product. The product is: [CH2:24]([NH:23][C:21](=[O:22])[C:20]1[CH:26]=[CH:27][C:28]([N:29]2[CH2:34][CH2:33][N:32]([CH2:2][C:3]3[CH:16]=[N:15][C:6]4[C:7]5[N:8]([CH:12]=[CH:13][CH:14]=5)[C:9](=[O:11])[NH:10][C:5]=4[CH:4]=3)[CH2:31][CH2:30]2)=[C:18]([F:17])[CH:19]=1)[CH3:25]. (9) Given the reactants [Cl:1][C:2]1[N:3]=[C:4]([N:13]2[CH2:18][CH2:17][O:16][CH2:15][CH2:14]2)[C:5]2[CH:10]=[C:9]([CH:11]=O)[S:8][C:6]=2[N:7]=1.Cl.[CH3:20][S:21]([N:24]1[CH2:30][CH2:29][CH2:28][NH:27][CH2:26][CH2:25]1)(=[O:23])=[O:22], predict the reaction product. The product is: [Cl:1][C:2]1[N:3]=[C:4]([N:13]2[CH2:18][CH2:17][O:16][CH2:15][CH2:14]2)[C:5]2[CH:10]=[C:9]([CH2:11][N:27]3[CH2:28][CH2:29][CH2:30][N:24]([S:21]([CH3:20])(=[O:22])=[O:23])[CH2:25][CH2:26]3)[S:8][C:6]=2[N:7]=1.